This data is from Full USPTO retrosynthesis dataset with 1.9M reactions from patents (1976-2016). The task is: Predict the reactants needed to synthesize the given product. (1) Given the product [F:41][C:42]([F:69])([F:70])[CH2:43][N:44]1[C:48]([C:49]2[N:58]=[C:57]3[C:56]4[CH:59]=[CH:60][C:61]([NH:63][C@@H:64]([CH3:68])[C:65]([NH2:2])=[O:67])=[CH:62][C:55]=4[O:54][CH2:53][CH2:52][N:51]3[CH:50]=2)=[N:47][CH:46]=[N:45]1, predict the reactants needed to synthesize it. The reactants are: C[N:2](C(ON1N=NC2C=CC=NC1=2)=[N+](C)C)C.F[P-](F)(F)(F)(F)F.[Cl-].[NH4+].C(N(CC)CC)C.FC(F)(F)C(O)=O.[F:41][C:42]([F:70])([F:69])[CH2:43][N:44]1[C:48]([C:49]2[N:58]=[C:57]3[N:51]([CH2:52][CH2:53][O:54][C:55]4[CH:62]=[C:61]([NH:63][CH:64]([CH3:68])[C:65]([OH:67])=O)[CH:60]=[CH:59][C:56]=43)[CH:50]=2)=[N:47][CH:46]=[N:45]1. (2) The reactants are: [CH3:1][C@@H:2]([OH:6])[C@H:3]([OH:5])[CH3:4].O.[H-].[Na+].[Br:10][C:11]1[C:12](Cl)=[N:13][C:14]([NH:17][C:18]2[CH:23]=[CH:22][C:21]([S:24]([CH3:27])(=[NH:26])=[O:25])=[CH:20][CH:19]=2)=[N:15][CH:16]=1. Given the product [Br:10][C:11]1[C:12]([O:5][C@H:3]([CH3:4])[C@H:2]([OH:6])[CH3:1])=[N:13][C:14]([NH:17][C:18]2[CH:19]=[CH:20][C:21]([S:24]([CH3:27])(=[NH:26])=[O:25])=[CH:22][CH:23]=2)=[N:15][CH:16]=1, predict the reactants needed to synthesize it. (3) Given the product [C:33]([CH2:32][C:29]1[CH:30]=[CH:31][C:26]([CH2:25][N:21]2[CH2:20][CH2:19][N:18]([CH2:4][CH2:5][CH2:6][CH2:7][CH2:8][CH2:9][CH2:10][CH2:11][CH2:12][CH2:13][CH2:14][CH2:15][CH2:16][CH3:17])[CH2:23][CH2:22]2)=[CH:27][CH:28]=1)#[N:34], predict the reactants needed to synthesize it. The reactants are: [Cl-].[Ca+2].[Cl-].[CH2:4]([N:18]1[CH2:23][CH2:22][NH:21][CH2:20][CH2:19]1)[CH2:5][CH2:6][CH2:7][CH2:8][CH2:9][CH2:10][CH2:11][CH2:12][CH2:13][CH2:14][CH2:15][CH2:16][CH3:17].Br[CH2:25][C:26]1[CH:31]=[CH:30][C:29]([CH2:32][C:33]#[N:34])=[CH:28][CH:27]=1.C(=O)([O-])[O-].[K+].[K+].[I-].[K+]. (4) Given the product [Cl:1][C:2]1[CH:10]=[CH:9][C:5]([C:6]([Cl:14])=[O:7])=[CH:4][C:3]=1[OH:11], predict the reactants needed to synthesize it. The reactants are: [Cl:1][C:2]1[CH:10]=[CH:9][C:5]([C:6](O)=[O:7])=[CH:4][C:3]=1[OH:11].S(Cl)([Cl:14])=O. (5) Given the product [Cl:18][C:17]1[C:12]([N:5]2[C:6]([C:8]([O:10][CH3:11])=[O:9])=[CH:7][C:3]([CH2:2][C:24]3[CH:29]=[N:28][C:27]([C:30]([F:33])([F:32])[F:31])=[CH:26][CH:25]=3)=[N:4]2)=[N:13][CH:14]=[CH:15][CH:16]=1, predict the reactants needed to synthesize it. The reactants are: Br[CH2:2][C:3]1[CH:7]=[C:6]([C:8]([O:10][CH3:11])=[O:9])[N:5]([C:12]2[C:17]([Cl:18])=[CH:16][CH:15]=[CH:14][N:13]=2)[N:4]=1.C([Sn](CCCC)(CCCC)[C:24]1[CH:25]=[CH:26][C:27]([C:30]([F:33])([F:32])[F:31])=[N:28][CH:29]=1)CCC.O1C=CC=C1P(C1OC=CC=1)C1OC=CC=1.